Dataset: Full USPTO retrosynthesis dataset with 1.9M reactions from patents (1976-2016). Task: Predict the reactants needed to synthesize the given product. The reactants are: Br[C:2]1[C:15]2[C:16]3=[C:17]4[C:12](=[CH:13][CH:14]=2)[CH:11]=[CH:10][C:9](Br)=[C:8]4[CH:7]=[CH:6][C:5]3=[CH:4][CH:3]=1.[CH2:19]1[CH2:23]O[CH2:21][CH2:20]1.[CH2:24]([Li])[CH2:25][CH2:26][CH3:27].Br[CH2:30][CH2:31][CH2:32][CH2:33][CH2:34][CH2:35][CH2:36][CH2:37][CH2:38][CH2:39][CH2:40][CH3:41]. Given the product [CH2:24]([C:2]1[C:15]2[C:16]3=[C:17]4[C:12](=[CH:13][CH:14]=2)[CH:11]=[CH:10][C:9]([CH2:30][CH2:31][CH2:32][CH2:33][CH2:34][CH2:35][CH2:36][CH2:37][CH2:38][CH2:39][CH2:40][CH3:41])=[C:8]4[CH:7]=[CH:6][C:5]3=[CH:4][CH:3]=1)[CH2:25][CH2:26][CH2:27][CH2:21][CH2:20][CH2:19][CH2:23][CH2:15][CH2:2][CH2:3][CH3:4], predict the reactants needed to synthesize it.